Task: Regression. Given two drug SMILES strings and cell line genomic features, predict the synergy score measuring deviation from expected non-interaction effect.. Dataset: NCI-60 drug combinations with 297,098 pairs across 59 cell lines Drug 1: CC1=CC2C(CCC3(C2CCC3(C(=O)C)OC(=O)C)C)C4(C1=CC(=O)CC4)C. Drug 2: C1=CC(=CC=C1CC(C(=O)O)N)N(CCCl)CCCl.Cl. Cell line: DU-145. Synergy scores: CSS=0.479, Synergy_ZIP=2.73, Synergy_Bliss=8.14, Synergy_Loewe=1.20, Synergy_HSA=3.09.